From a dataset of Reaction yield outcomes from USPTO patents with 853,638 reactions. Predict the reaction yield, written as a fraction of the theoretical maximum amount of product (1.0 means a 100% yield; for example, 0.34 means a 34% yield). (1) The reactants are [CH3:1][O:2][C:3]1[C:7]2[C:8](=[O:25])[N:9]([CH2:16][C:17](=[O:24])[C:18]3[CH:23]=[CH:22][CH:21]=[CH:20][CH:19]=3)[C:10]3[CH:11]=[CH:12][CH:13]=[CH:14][C:15]=3[C:6]=2[N:5]([CH3:26])[C:4]=1[C:27]([NH:29][CH:30]1[CH2:35][CH2:34][NH:33][CH2:32][CH2:31]1)=[O:28].C1COCC1.[CH2:41]([N:43]=[C:44]=[O:45])[CH3:42]. The catalyst is C(OCC)(=O)C. The product is [CH2:41]([NH:43][C:44]([N:33]1[CH2:32][CH2:31][CH:30]([NH:29][C:27]([C:4]2[N:5]([CH3:26])[C:6]3[C:15]4[CH:14]=[CH:13][CH:12]=[CH:11][C:10]=4[N:9]([CH2:16][C:17](=[O:24])[C:18]4[CH:23]=[CH:22][CH:21]=[CH:20][CH:19]=4)[C:8](=[O:25])[C:7]=3[C:3]=2[O:2][CH3:1])=[O:28])[CH2:35][CH2:34]1)=[O:45])[CH3:42]. The yield is 0.750. (2) The reactants are [Cl:1][C:2]1[CH:15]=[CH:14][C:5]([O:6][CH2:7][CH2:8][CH2:9][C:10](OC)=O)=[CH:4][CH:3]=1.C(=O)(O)O.[NH2:20][NH:21][C:22]([NH2:24])=[NH:23]. The catalyst is N1C=CC=CC=1. The product is [Cl:1][C:2]1[CH:15]=[CH:14][C:5]([O:6][CH2:7][CH2:8][CH2:9][C:10]2[N:23]=[C:22]([NH2:24])[NH:21][N:20]=2)=[CH:4][CH:3]=1. The yield is 0.720.